This data is from NCI-60 drug combinations with 297,098 pairs across 59 cell lines. The task is: Regression. Given two drug SMILES strings and cell line genomic features, predict the synergy score measuring deviation from expected non-interaction effect. (1) Drug 1: C1=CN(C(=O)N=C1N)C2C(C(C(O2)CO)O)O.Cl. Drug 2: C1CC(=O)NC(=O)C1N2C(=O)C3=CC=CC=C3C2=O. Cell line: RXF 393. Synergy scores: CSS=-1.88, Synergy_ZIP=0.853, Synergy_Bliss=-1.12, Synergy_Loewe=-2.55, Synergy_HSA=-3.49. (2) Drug 1: CCC1(CC2CC(C3=C(CCN(C2)C1)C4=CC=CC=C4N3)(C5=C(C=C6C(=C5)C78CCN9C7C(C=CC9)(C(C(C8N6C)(C(=O)OC)O)OC(=O)C)CC)OC)C(=O)OC)O.OS(=O)(=O)O. Drug 2: C(CC(=O)O)C(=O)CN.Cl. Cell line: NCI/ADR-RES. Synergy scores: CSS=1.29, Synergy_ZIP=0.0259, Synergy_Bliss=0.924, Synergy_Loewe=0.00329, Synergy_HSA=0.306. (3) Drug 1: C1=CC(=CC=C1CCC2=CNC3=C2C(=O)NC(=N3)N)C(=O)NC(CCC(=O)O)C(=O)O. Drug 2: C(CC(=O)O)C(=O)CN.Cl. Cell line: NCI-H522. Synergy scores: CSS=21.7, Synergy_ZIP=-11.1, Synergy_Bliss=-7.80, Synergy_Loewe=-68.7, Synergy_HSA=-7.40. (4) Synergy scores: CSS=7.41, Synergy_ZIP=-1.76, Synergy_Bliss=0.891, Synergy_Loewe=-2.42, Synergy_HSA=2.00. Drug 2: C(CN)CNCCSP(=O)(O)O. Cell line: NCI-H522. Drug 1: CN1C2=C(C=C(C=C2)N(CCCl)CCCl)N=C1CCCC(=O)O.Cl.